From a dataset of Forward reaction prediction with 1.9M reactions from USPTO patents (1976-2016). Predict the product of the given reaction. (1) Given the reactants [C:1]([O:5][C:6](=[O:29])[C@@H:7]([CH2:19][C@H:20]([CH3:28])[C:21]([O:23][C:24]([CH3:27])([CH3:26])[CH3:25])=[O:22])[NH:8]C(OCC1C=CC=CC=1)=O)([CH3:4])([CH3:3])[CH3:2], predict the reaction product. The product is: [C:1]([O:5][C:6](=[O:29])[C@@H:7]([CH2:19][C@H:20]([CH3:28])[C:21]([O:23][C:24]([CH3:27])([CH3:26])[CH3:25])=[O:22])[NH2:8])([CH3:3])([CH3:4])[CH3:2]. (2) Given the reactants [CH2:1]([Li])CCC.[C:6]([NH:16][C@H:17]([CH:25]=O)[CH2:18][C:19]1[CH:24]=[CH:23][CH:22]=[CH:21][CH:20]=1)([O:8][CH2:9][C:10]1[CH:15]=[CH:14][CH:13]=[CH:12][CH:11]=1)=[O:7].[NH4+].[Cl-], predict the reaction product. The product is: [CH2:9]([O:8][C:6]([NH:16][CH:17]([CH:25]=[CH2:1])[CH2:18][C:19]1[CH:24]=[CH:23][CH:22]=[CH:21][CH:20]=1)=[O:7])[C:10]1[CH:15]=[CH:14][CH:13]=[CH:12][CH:11]=1. (3) Given the reactants [CH3:1][O:2][C:3]1[CH:8]=[CH:7][C:6]([N+:9]([O-])=O)=[CH:5][C:4]=1[CH:12]1[CH2:16][CH2:15][N:14]([C:17](=[O:20])[CH2:18][CH3:19])[CH2:13]1, predict the reaction product. The product is: [CH3:1][O:2][C:3]1[CH:8]=[CH:7][C:6]([NH2:9])=[CH:5][C:4]=1[CH:12]1[CH2:16][CH2:15][N:14]([C:17](=[O:20])[CH2:18][CH3:19])[CH2:13]1.